The task is: Predict the product of the given reaction.. This data is from Forward reaction prediction with 1.9M reactions from USPTO patents (1976-2016). (1) Given the reactants [Cl:1][C:2]1[CH:3]=[CH:4][C:5]([NH:29][C:30]([CH:32]2[CH2:34][CH2:33]2)=[O:31])=[C:6]2[C:10]=1[CH2:9][N:8]([CH:11]([C:17]1[CH:22]=[CH:21][C:20]([O:23][CH3:24])=[C:19]([O:25][CH2:26][CH3:27])[CH:18]=1)[CH2:12][C:13](=[O:16])[NH:14][OH:15])[C:7]2=[O:28].[C:35](OC(=O)C)(=[O:37])[CH3:36], predict the reaction product. The product is: [C:35]([O:15][NH:14][C:13]([CH2:12][C@@H:11]([N:8]1[C:7](=[O:28])[C:6]2[C:10](=[C:2]([Cl:1])[CH:3]=[CH:4][C:5]=2[NH:29][C:30]([CH:32]2[CH2:33][CH2:34]2)=[O:31])[CH2:9]1)[C:17]1[CH:22]=[CH:21][C:20]([O:23][CH3:24])=[C:19]([O:25][CH2:26][CH3:27])[CH:18]=1)=[O:16])(=[O:37])[CH3:36]. (2) Given the reactants [CH2:1]([O:8][C:9]1[CH:14]=[C:13]([O:15][CH2:16][C:17]2[CH:22]=[CH:21][CH:20]=[CH:19][CH:18]=2)[C:12]([CH:23]([CH3:25])[CH3:24])=[CH:11][C:10]=1[C:26]1[O:30][N:29]=[C:28]([C:31]([NH:33][CH2:34][CH3:35])=[O:32])[C:27]=1[C:36]1[NH:40][N:39]=[N:38][N:37]=1)[C:2]1[CH:7]=[CH:6][CH:5]=[CH:4][CH:3]=1.I[CH2:42][CH3:43], predict the reaction product. The product is: [CH2:1]([O:8][C:9]1[CH:14]=[C:13]([O:15][CH2:16][C:17]2[CH:18]=[CH:19][CH:20]=[CH:21][CH:22]=2)[C:12]([CH:23]([CH3:25])[CH3:24])=[CH:11][C:10]=1[C:26]1[O:30][N:29]=[C:28]([C:31]([NH:33][CH2:34][CH3:35])=[O:32])[C:27]=1[C:36]1[N:40]([CH2:42][CH3:43])[N:39]=[N:38][N:37]=1)[C:2]1[CH:7]=[CH:6][CH:5]=[CH:4][CH:3]=1. (3) Given the reactants [Cl:1][C:2]1[CH:3]=[CH:4][C:5]([C:25]#[N:26])=[C:6]([C:8]2[C:13]([O:14][CH3:15])=[CH:12][N:11]([CH:16]([CH2:20][CH2:21][O:22][CH3:23])[C:17](O)=[O:18])[C:10](=[O:24])[CH:9]=2)[CH:7]=1.[NH2:27][C:28]1[CH:36]=[C:35]2[C:31]([C:32](=[O:45])[N:33]([CH3:44])[N:34]2[C:37]([O:39][C:40]([CH3:43])([CH3:42])[CH3:41])=[O:38])=[CH:30][CH:29]=1, predict the reaction product. The product is: [Cl:1][C:2]1[CH:3]=[CH:4][C:5]([C:25]#[N:26])=[C:6]([C:8]2[C:13]([O:14][CH3:15])=[CH:12][N:11]([CH:16]([CH2:20][CH2:21][O:22][CH3:23])[C:17]([NH:27][C:28]3[CH:36]=[C:35]4[C:31]([C:32](=[O:45])[N:33]([CH3:44])[N:34]4[C:37]([O:39][C:40]([CH3:41])([CH3:42])[CH3:43])=[O:38])=[CH:30][CH:29]=3)=[O:18])[C:10](=[O:24])[CH:9]=2)[CH:7]=1. (4) Given the reactants [Cl:1][C:2]1[CH:36]=[CH:35][C:5]([CH2:6][N:7]2[C:11]3=[N:12][CH:13]=[C:14]([O:16][CH2:17][C:18]4[CH:27]=[CH:26][C:25]5[C:20](=[CH:21][CH:22]=[CH:23][CH:24]=5)[N:19]=4)[CH:15]=[C:10]3[CH:9]=[C:8]2[CH2:28][CH2:29][C:30]([O:32]CC)=[O:31])=[CH:4][CH:3]=1, predict the reaction product. The product is: [Cl:1][C:2]1[CH:3]=[CH:4][C:5]([CH2:6][N:7]2[C:11]3=[N:12][CH:13]=[C:14]([O:16][CH2:17][C:18]4[CH:27]=[CH:26][C:25]5[C:20](=[CH:21][CH:22]=[CH:23][CH:24]=5)[N:19]=4)[CH:15]=[C:10]3[CH:9]=[C:8]2[CH2:28][CH2:29][C:30]([OH:32])=[O:31])=[CH:35][CH:36]=1. (5) Given the reactants [NH2:1][C:2]1[CH:3]=[C:4]([C:10]2[CH:17]=[CH:16][C:13]([C:14]#[N:15])=[CH:12][CH:11]=2)[C:5](Cl)=[N:6][C:7]=1[CH3:8].C([O-])([O-])=O.[Na+].[Na+], predict the reaction product. The product is: [NH2:1][C:2]1[CH:3]=[C:4]([C:10]2[CH:17]=[CH:16][C:13]([C:14]#[N:15])=[CH:12][CH:11]=2)[C:5]([C:13]2[CH:16]=[CH:17][C:10]([CH3:4])=[CH:11][CH:12]=2)=[N:6][C:7]=1[CH3:8]. (6) Given the reactants Cl[S:2]([N:5]=C=O)(=[O:4])=[O:3].C(O)=O.[NH2:11][C:12]1[CH:21]=[CH:20][C:19]2[C:14](=[CH:15][CH:16]=[C:17]([Br:22])[CH:18]=2)[CH:13]=1, predict the reaction product. The product is: [Br:22][C:17]1[CH:16]=[CH:15][C:14]2[C:19](=[CH:20][CH:21]=[C:12]([NH:11][S:2](=[O:4])(=[O:3])[NH2:5])[CH:13]=2)[CH:18]=1.